This data is from NCI-60 drug combinations with 297,098 pairs across 59 cell lines. The task is: Regression. Given two drug SMILES strings and cell line genomic features, predict the synergy score measuring deviation from expected non-interaction effect. (1) Drug 1: C1=CC=C(C=C1)NC(=O)CCCCCCC(=O)NO. Drug 2: C1=CC=C(C(=C1)C(C2=CC=C(C=C2)Cl)C(Cl)Cl)Cl. Cell line: HOP-92. Synergy scores: CSS=11.1, Synergy_ZIP=-4.56, Synergy_Bliss=0.0964, Synergy_Loewe=0.511, Synergy_HSA=0.423. (2) Drug 2: CC1=C(C=C(C=C1)C(=O)NC2=CC(=CC(=C2)C(F)(F)F)N3C=C(N=C3)C)NC4=NC=CC(=N4)C5=CN=CC=C5. Synergy scores: CSS=-5.65, Synergy_ZIP=0.783, Synergy_Bliss=-2.67, Synergy_Loewe=-6.09, Synergy_HSA=-7.10. Drug 1: CN1C(=O)N2C=NC(=C2N=N1)C(=O)N. Cell line: LOX IMVI. (3) Drug 1: CC1=C(C(CCC1)(C)C)C=CC(=CC=CC(=CC(=O)O)C)C. Drug 2: B(C(CC(C)C)NC(=O)C(CC1=CC=CC=C1)NC(=O)C2=NC=CN=C2)(O)O. Cell line: HOP-62. Synergy scores: CSS=53.8, Synergy_ZIP=3.28, Synergy_Bliss=5.51, Synergy_Loewe=-17.5, Synergy_HSA=2.26. (4) Drug 1: CS(=O)(=O)C1=CC(=C(C=C1)C(=O)NC2=CC(=C(C=C2)Cl)C3=CC=CC=N3)Cl. Drug 2: C1=NNC2=C1C(=O)NC=N2. Cell line: MOLT-4. Synergy scores: CSS=17.6, Synergy_ZIP=-3.40, Synergy_Bliss=3.63, Synergy_Loewe=1.81, Synergy_HSA=2.43. (5) Drug 1: C1=NC2=C(N1)C(=S)N=C(N2)N. Drug 2: C1C(C(OC1N2C=NC(=NC2=O)N)CO)O. Cell line: SK-MEL-5. Synergy scores: CSS=29.0, Synergy_ZIP=0.0308, Synergy_Bliss=2.95, Synergy_Loewe=-4.80, Synergy_HSA=-0.695. (6) Synergy scores: CSS=15.9, Synergy_ZIP=1.94, Synergy_Bliss=0.333, Synergy_Loewe=-27.0, Synergy_HSA=-3.86. Drug 2: CC1=C(C(CCC1)(C)C)C=CC(=CC=CC(=CC(=O)O)C)C. Drug 1: C1=CN(C(=O)N=C1N)C2C(C(C(O2)CO)O)O.Cl. Cell line: SW-620. (7) Drug 1: C1=C(C(=O)NC(=O)N1)F. Drug 2: CC(C)NC(=O)C1=CC=C(C=C1)CNNC.Cl. Cell line: SN12C. Synergy scores: CSS=13.6, Synergy_ZIP=-10.8, Synergy_Bliss=-9.38, Synergy_Loewe=-13.0, Synergy_HSA=-8.01. (8) Drug 1: COC1=CC(=CC(=C1O)OC)C2C3C(COC3=O)C(C4=CC5=C(C=C24)OCO5)OC6C(C(C7C(O6)COC(O7)C8=CC=CS8)O)O. Drug 2: CN(CC1=CN=C2C(=N1)C(=NC(=N2)N)N)C3=CC=C(C=C3)C(=O)NC(CCC(=O)O)C(=O)O. Cell line: HOP-92. Synergy scores: CSS=25.2, Synergy_ZIP=-4.62, Synergy_Bliss=0.225, Synergy_Loewe=-6.72, Synergy_HSA=1.87. (9) Drug 1: CC1=C(C(=O)C2=C(C1=O)N3CC4C(C3(C2COC(=O)N)OC)N4)N. Synergy scores: CSS=77.1, Synergy_ZIP=4.58, Synergy_Bliss=1.97, Synergy_Loewe=-0.139, Synergy_HSA=4.53. Drug 2: CCC1=C2N=C(C=C(N2N=C1)NCC3=C[N+](=CC=C3)[O-])N4CCCCC4CCO. Cell line: NCI-H460. (10) Drug 1: CCC1(CC2CC(C3=C(CCN(C2)C1)C4=CC=CC=C4N3)(C5=C(C=C6C(=C5)C78CCN9C7C(C=CC9)(C(C(C8N6C)(C(=O)OC)O)OC(=O)C)CC)OC)C(=O)OC)O.OS(=O)(=O)O. Drug 2: C(CN)CNCCSP(=O)(O)O. Cell line: NCI-H226. Synergy scores: CSS=-0.337, Synergy_ZIP=-2.43, Synergy_Bliss=-6.10, Synergy_Loewe=0.0969, Synergy_HSA=-6.26.